From a dataset of Full USPTO retrosynthesis dataset with 1.9M reactions from patents (1976-2016). Predict the reactants needed to synthesize the given product. (1) The reactants are: [NH2:1][C:2]1[CH:7]=[CH:6][N:5]=[CH:4][CH:3]=1.[CH:8](O)=[O:9]. Given the product [N:5]1[CH:6]=[CH:7][C:2]([NH:1][CH:8]=[O:9])=[CH:3][CH:4]=1, predict the reactants needed to synthesize it. (2) The reactants are: [CH3:1][C:2]1[C:6]2[CH:7]=[CH:8][C:9]([CH3:11])=[CH:10][C:5]=2[O:4][C:3]=1[CH:12]([CH2:28][CH2:29][CH2:30][CH3:31])[CH2:13][CH2:14][S:15][C:16]1[S:17][C:18]([CH2:22][C:23]([O:25]CC)=[O:24])=[C:19]([CH3:21])[N:20]=1.[OH-].[Na+]. Given the product [CH3:1][C:2]1[C:6]2[CH:7]=[CH:8][C:9]([CH3:11])=[CH:10][C:5]=2[O:4][C:3]=1[CH:12]([CH2:28][CH2:29][CH2:30][CH3:31])[CH2:13][CH2:14][S:15][C:16]1[S:17][C:18]([CH2:22][C:23]([OH:25])=[O:24])=[C:19]([CH3:21])[N:20]=1, predict the reactants needed to synthesize it. (3) Given the product [CH3:13][O:14][C:15](=[O:24])[CH:16]([C:17]1[CH:22]=[CH:21][C:20]([Cl:23])=[CH:19][CH:18]=1)[CH2:2][C:1]#[N:4], predict the reactants needed to synthesize it. The reactants are: [CH:1]([NH:4]C(C)C)(C)[CH3:2].[Li]CCCC.[CH3:13][O:14][C:15](=[O:24])[CH2:16][C:17]1[CH:22]=[CH:21][C:20]([Cl:23])=[CH:19][CH:18]=1.C([O-])(O)=O.[Na+]. (4) Given the product [CH2:21]1[C:22]2[C:27](=[CH:26][CH:25]=[CH:24][CH:23]=2)[CH2:28][CH2:29][N:20]1[CH2:19][CH:18]([O:30][S:2](=[O:4])(=[O:3])[OH:5])[CH2:17][O:16][CH2:6][CH2:7][CH2:8][CH2:9][CH2:10][CH2:11][CH2:12][CH2:13][CH2:14][CH3:15], predict the reactants needed to synthesize it. The reactants are: Cl[S:2]([OH:5])(=[O:4])=[O:3].[CH2:6]([O:16][CH2:17][CH:18]([OH:30])[CH2:19][N:20]1[CH2:29][CH2:28][C:27]2[C:22](=[CH:23][CH:24]=[CH:25][CH:26]=2)[CH2:21]1)[CH2:7][CH2:8][CH2:9][CH2:10][CH2:11][CH2:12][CH2:13][CH2:14][CH3:15]. (5) Given the product [C:4]([O:3][C:1](=[O:2])[N:8]([CH:9]1[CH2:14][CH2:13][CH:12]([NH:15][CH2:16][C:17]2[CH:18]=[C:19]([C:31]3[CH:36]=[N:35][C:34]([CH3:37])=[CH:33][CH:32]=3)[CH:20]=[CH:21][C:22]=2[O:23][CH2:24][CH3:25])[CH2:11][CH2:10]1)[CH3:29])([CH3:7])([CH3:6])[CH3:5], predict the reactants needed to synthesize it. The reactants are: [C:1]([N:8]([CH3:29])[CH:9]1[CH2:14][CH2:13][CH:12]([NH:15][CH2:16][C:17]2[CH:18]=[C:19](B(O)O)[CH:20]=[CH:21][C:22]=2[O:23][CH2:24][CH3:25])[CH2:11][CH2:10]1)([O:3][C:4]([CH3:7])([CH3:6])[CH3:5])=[O:2].Br[C:31]1[CH:32]=[CH:33][C:34]([CH3:37])=[N:35][CH:36]=1. (6) Given the product [CH3:8][C:5]([O:4][CH2:1][CH:2]1[CH2:3][O:18]1)([CH3:9])[CH2:6][OH:7], predict the reactants needed to synthesize it. The reactants are: [CH2:1]([O:4][C:5]([CH3:9])([CH3:8])[CH2:6][OH:7])[CH:2]=[CH2:3].C1C=C(Cl)C=C(C(OO)=[O:18])C=1.C(=O)(O)[O-].[Na+].S([O-])([O-])(=O)=S.[Na+].[Na+]. (7) Given the product [ClH:8].[CH2:9]([N:11]=[C:12]=[N:13][CH2:14][CH2:15][CH2:16][N:17]([CH3:19])[CH3:18])[CH3:10].[OH:20][N:21]1[C:25](=[O:26])[CH2:24][CH2:23][C:22]1=[O:27], predict the reactants needed to synthesize it. The reactants are: C(=O)CCCC=O.[ClH:8].[CH2:9]([N:11]=[C:12]=[N:13][CH2:14][CH2:15][CH2:16][N:17]([CH3:19])[CH3:18])[CH3:10].[OH:20][N:21]1[C:25](=[O:26])[CH2:24][CH2:23][C:22]1=[O:27].